From a dataset of NCI-60 drug combinations with 297,098 pairs across 59 cell lines. Regression. Given two drug SMILES strings and cell line genomic features, predict the synergy score measuring deviation from expected non-interaction effect. (1) Drug 1: C1=C(C(=O)NC(=O)N1)N(CCCl)CCCl. Drug 2: N.N.Cl[Pt+2]Cl. Cell line: A498. Synergy scores: CSS=3.02, Synergy_ZIP=-6.31, Synergy_Bliss=-2.21, Synergy_Loewe=-7.00, Synergy_HSA=-3.22. (2) Cell line: RPMI-8226. Synergy scores: CSS=37.8, Synergy_ZIP=1.76, Synergy_Bliss=1.18, Synergy_Loewe=-4.95, Synergy_HSA=-0.510. Drug 2: C1=CC=C(C=C1)NC(=O)CCCCCCC(=O)NO. Drug 1: CC(C)(C#N)C1=CC(=CC(=C1)CN2C=NC=N2)C(C)(C)C#N. (3) Drug 1: C1=CC=C(C(=C1)C(C2=CC=C(C=C2)Cl)C(Cl)Cl)Cl. Drug 2: CN(CCCl)CCCl.Cl. Cell line: NCI-H226. Synergy scores: CSS=-2.00, Synergy_ZIP=6.95, Synergy_Bliss=2.36, Synergy_Loewe=-3.41, Synergy_HSA=-1.30. (4) Drug 1: CC1CCC2CC(C(=CC=CC=CC(CC(C(=O)C(C(C(=CC(C(=O)CC(OC(=O)C3CCCCN3C(=O)C(=O)C1(O2)O)C(C)CC4CCC(C(C4)OC)O)C)C)O)OC)C)C)C)OC. Drug 2: CC1C(C(CC(O1)OC2CC(CC3=C2C(=C4C(=C3O)C(=O)C5=C(C4=O)C(=CC=C5)OC)O)(C(=O)CO)O)N)O.Cl. Cell line: HOP-62. Synergy scores: CSS=43.8, Synergy_ZIP=2.56, Synergy_Bliss=3.42, Synergy_Loewe=6.51, Synergy_HSA=6.87. (5) Drug 1: CS(=O)(=O)C1=CC(=C(C=C1)C(=O)NC2=CC(=C(C=C2)Cl)C3=CC=CC=N3)Cl. Drug 2: C1=CC(=C2C(=C1NCCNCCO)C(=O)C3=C(C=CC(=C3C2=O)O)O)NCCNCCO. Cell line: SW-620. Synergy scores: CSS=54.9, Synergy_ZIP=14.3, Synergy_Bliss=12.1, Synergy_Loewe=-23.7, Synergy_HSA=10.5. (6) Drug 1: CCC(=C(C1=CC=CC=C1)C2=CC=C(C=C2)OCCN(C)C)C3=CC=CC=C3.C(C(=O)O)C(CC(=O)O)(C(=O)O)O. Drug 2: CCCCCOC(=O)NC1=NC(=O)N(C=C1F)C2C(C(C(O2)C)O)O. Cell line: HOP-92. Synergy scores: CSS=-0.974, Synergy_ZIP=0.978, Synergy_Bliss=-0.759, Synergy_Loewe=-2.36, Synergy_HSA=-3.02. (7) Drug 1: CN(C)C1=NC(=NC(=N1)N(C)C)N(C)C. Drug 2: CC1=C(N=C(N=C1N)C(CC(=O)N)NCC(C(=O)N)N)C(=O)NC(C(C2=CN=CN2)OC3C(C(C(C(O3)CO)O)O)OC4C(C(C(C(O4)CO)O)OC(=O)N)O)C(=O)NC(C)C(C(C)C(=O)NC(C(C)O)C(=O)NCCC5=NC(=CS5)C6=NC(=CS6)C(=O)NCCC[S+](C)C)O. Cell line: HCC-2998. Synergy scores: CSS=-4.64, Synergy_ZIP=4.81, Synergy_Bliss=6.09, Synergy_Loewe=-1.20, Synergy_HSA=-1.21. (8) Drug 1: CCC(=C(C1=CC=CC=C1)C2=CC=C(C=C2)OCCN(C)C)C3=CC=CC=C3.C(C(=O)O)C(CC(=O)O)(C(=O)O)O. Drug 2: COC1=C2C(=CC3=C1OC=C3)C=CC(=O)O2. Cell line: RXF 393. Synergy scores: CSS=2.15, Synergy_ZIP=-1.64, Synergy_Bliss=2.39, Synergy_Loewe=-0.993, Synergy_HSA=1.47. (9) Drug 1: C1CN(P(=O)(OC1)NCCCl)CCCl. Drug 2: C1C(C(OC1N2C=NC3=C2NC=NCC3O)CO)O. Cell line: CAKI-1. Synergy scores: CSS=0.378, Synergy_ZIP=-1.45, Synergy_Bliss=-1.11, Synergy_Loewe=-2.91, Synergy_HSA=-2.33.